From a dataset of Full USPTO retrosynthesis dataset with 1.9M reactions from patents (1976-2016). Predict the reactants needed to synthesize the given product. (1) The reactants are: C(C1N=C(N2CCC(F)(F)C2)C2C(=NN(CC)N=2)N=1)(C)(C)C.[F:23][C:24]([F:43])([F:42])[CH2:25][O:26][C:27]1[N:28]=[C:29]([N:36]2[CH2:40][CH2:39][C@H:38]([OH:41])[CH2:37]2)[C:30]2[N:35]=[N:34][NH:33][C:31]=2[N:32]=1.Br[CH2:45][C:46]1[CH:51]=[CH:50][CH:49]=[CH:48][C:47]=1[Cl:52]. Given the product [Cl:52][C:47]1[CH:48]=[CH:49][CH:50]=[CH:51][C:46]=1[CH2:45][N:34]1[N:33]=[C:31]2[N:32]=[C:27]([O:26][CH2:25][C:24]([F:42])([F:23])[F:43])[N:28]=[C:29]([N:36]3[CH2:40][CH2:39][C@H:38]([OH:41])[CH2:37]3)[C:30]2=[N:35]1, predict the reactants needed to synthesize it. (2) Given the product [F:19][C:20]([F:27])([F:26])[C:21]([F:25])=[C:22]([F:24])[F:23].[F:28][C:29]([F:33])=[C:30]([F:32])[F:31], predict the reactants needed to synthesize it. The reactants are: S(OOS([O-])(=O)=O)([O-])(=O)=O.[NH4+].[NH4+].[OH-].[NH4+].C(F)(F)=C.[F:19][C:20]([F:27])([F:26])[C:21]([F:25])=[C:22]([F:24])[F:23].[F:28][C:29]([F:33])=[C:30]([F:32])[F:31]. (3) Given the product [F:35][C:9]([F:36])([F:8])[C:10]1[CH:11]=[C:12]([CH:32]=[CH:33][CH:34]=1)[CH2:13][CH:14]1[S:18][C:17](=[N:19][C:20]2[CH:30]=[CH:29][C:23]([C:24]([NH2:1])=[O:25])=[CH:22][CH:21]=2)[NH:16][C:15]1=[O:31], predict the reactants needed to synthesize it. The reactants are: [NH4+:1].[Cl-].C[Al](C)C.[Al].[F:8][C:9]([F:36])([F:35])[C:10]1[CH:11]=[C:12]([CH:32]=[CH:33][CH:34]=1)[CH2:13][CH:14]1[S:18][C:17](=[N:19][C:20]2[CH:30]=[CH:29][C:23]([C:24](OCC)=[O:25])=[CH:22][CH:21]=2)[NH:16][C:15]1=[O:31]. (4) Given the product [CH3:1][C:2]1[CH:29]=[C:28]([CH3:30])[C:5]2[N:6]([C:18]([O:20][CH2:21][C:22]3[CH:27]=[CH:26][CH:25]=[CH:24][CH:23]=3)=[O:19])[CH2:7][CH2:8][CH2:9][C@H:10]([NH:11][C:12]3[N:13]=[N:14][N:15]([CH3:17])[N:16]=3)[C:4]=2[CH:3]=1, predict the reactants needed to synthesize it. The reactants are: [CH3:1][C:2]1[CH:29]=[C:28]([CH3:30])[C:5]2[N:6]([C:18]([O:20][CH2:21][C:22]3[CH:27]=[CH:26][CH:25]=[CH:24][CH:23]=3)=[O:19])[CH2:7][CH2:8][CH2:9]/[C:10](=[N:11]/[C:12]3[N:13]=[N:14][N:15]([CH3:17])[N:16]=3)/[C:4]=2[CH:3]=1.CC1C=C(C)C2N(C(OCC3C=CC=CC=3)=O)CCC=C(NC3N=NN(C)N=3)C=2C=1.C1(C)C=CC=CC=1. (5) Given the product [CH3:41][C:35]1([O:4][CH2:3][CH:2]([CH3:1])[CH2:9][O:10][C:11]2[CH:16]=[CH:15][C:14]([C:17]([F:20])([F:19])[F:18])=[CH:13][C:12]=2[O:21][C:22]2[CH:27]=[CH:26][CH:25]=[CH:24][CH:23]=2)[CH:36]=[CH:37][CH:38]=[CH:39][CH:34]1[O:33][CH2:31][C:30]([OH:42])=[O:29], predict the reactants needed to synthesize it. The reactants are: [CH3:1][CH:2]([CH2:9][O:10][C:11]1[CH:16]=[CH:15][C:14]([C:17]([F:20])([F:19])[F:18])=[CH:13][C:12]=1[O:21][C:22]1[CH:27]=[CH:26][CH:25]=[CH:24][CH:23]=1)[CH2:3][O:4]S(C)(=O)=O.C[O:29][C:30](=[O:42])[CH:31]([O:33][C:34]1[CH:39]=[CH:38][C:37](O)=[CH:36][C:35]=1[CH3:41])C. (6) Given the product [OH:23][C:22]([C:19]1([CH3:18])[CH2:21][CH2:20]1)=[CH:16][C:15](=[O:17])[CH:14]=[CH:13][O:12][CH3:11], predict the reactants needed to synthesize it. The reactants are: [Li+].C[Si]([N-][Si](C)(C)C)(C)C.[CH3:11][O:12][CH:13]=[CH:14][C:15](=[O:17])[CH3:16].[CH3:18][C:19]1([C:22](Cl)=[O:23])[CH2:21][CH2:20]1. (7) Given the product [OH:15][C:7]1([C:22]([F:25])([F:24])[F:23])[C:6]2[CH:5]=[C:4]([C:16]([O:18][CH3:19])=[O:17])[CH:3]=[C:2]([CH3:1])[C:14]=2[C:13]2[C:8]1=[CH:9][CH:10]=[CH:11][CH:12]=2, predict the reactants needed to synthesize it. The reactants are: [CH3:1][C:2]1[C:14]2[C:13]3[C:8](=[CH:9][CH:10]=[CH:11][CH:12]=3)[C:7](=[O:15])[C:6]=2[CH:5]=[C:4]([C:16]([O:18][CH3:19])=[O:17])[CH:3]=1.C[Si](C)(C)[C:22]([F:25])([F:24])[F:23].C([O-])(=O)C.[Li+].[F-].C([N+](CCCC)(CCCC)CCCC)CCC.C(=O)([O-])O.[Na+]. (8) Given the product [Cl:1][C:2]1[CH:10]=[C:9]2[C:5]([C:6](=[O:22])[C:7](=[O:21])[N:8]2[CH:11]([CH2:15][CH:16]2[CH2:20][CH2:19][CH2:18][CH2:17]2)[C:12]([NH:28][C:24]2[S:23][CH:27]=[CH:26][N:25]=2)=[O:13])=[CH:4][CH:3]=1, predict the reactants needed to synthesize it. The reactants are: [Cl:1][C:2]1[CH:10]=[C:9]2[C:5]([C:6](=[O:22])[C:7](=[O:21])[N:8]2[CH:11]([CH2:15][CH:16]2[CH2:20][CH2:19][CH2:18][CH2:17]2)[C:12](O)=[O:13])=[CH:4][CH:3]=1.[S:23]1[CH:27]=[CH:26][N:25]=[C:24]1[NH2:28].C(N(CC)C(C)C)(C)C.F[P-](F)(F)(F)(F)F.N1(O[P+](N(C)C)(N(C)C)N(C)C)C2C=CC=CC=2N=N1.